Dataset: Retrosynthesis with 50K atom-mapped reactions and 10 reaction types from USPTO. Task: Predict the reactants needed to synthesize the given product. (1) The reactants are: Cc1cc([N+](=O)[O-])cnc1Cl.NCC1CCCCC1. Given the product Cc1cc([N+](=O)[O-])cnc1NCC1CCCCC1, predict the reactants needed to synthesize it. (2) Given the product O=C(O)c1ccc(-c2ccc(OCC3CCN(CC4(C(F)(F)F)CCC4)CC3)nc2)cc1F, predict the reactants needed to synthesize it. The reactants are: CCOC(=O)c1ccc(-c2ccc(OCC3CCN(CC4(C(F)(F)F)CCC4)CC3)nc2)cc1F.